From a dataset of Full USPTO retrosynthesis dataset with 1.9M reactions from patents (1976-2016). Predict the reactants needed to synthesize the given product. (1) Given the product [CH:1]1[CH:2]=[CH:3][C:4]([CH:7]([N:15]2[CH2:20][CH2:19][N:18]([CH2:21][CH2:22][O:23][CH2:24][C:25]([OH:27])=[O:26])[CH2:17][CH2:16]2)[C:8]2[CH:9]=[CH:10][C:11]([Cl:14])=[CH:12][CH:13]=2)=[CH:5][CH:6]=1, predict the reactants needed to synthesize it. The reactants are: [CH:1]1[CH:2]=[CH:3][C:4]([CH:7]([N:15]2[CH2:20][CH2:19][N:18]([CH2:21][CH2:22][O:23][CH2:24][C:25]([OH:27])=[O:26])[CH2:17][CH2:16]2)[C:8]2[CH:9]=[CH:10][C:11]([Cl:14])=[CH:12][CH:13]=2)=[CH:5][CH:6]=1.Cl. (2) Given the product [C:19]1([C:7]2[C:8]3[CH:9]=[CH:10][CH:11]=[N:12][C:13]=3[CH2:14][CH2:15][CH:16]=2)[CH:24]=[CH:23][CH:22]=[CH:21][CH:20]=1, predict the reactants needed to synthesize it. The reactants are: FC(F)(F)S(O[C:7]1[C:8]2[CH:9]=[CH:10][CH:11]=[N:12][C:13]=2[CH2:14][CH2:15][CH:16]=1)(=O)=O.[C:19]1(B(O)O)[CH:24]=[CH:23][CH:22]=[CH:21][CH:20]=1.[Li+].[Cl-].C([O-])([O-])=O.[Na+].[Na+].